Dataset: Experimentally validated miRNA-target interactions with 360,000+ pairs, plus equal number of negative samples. Task: Binary Classification. Given a miRNA mature sequence and a target amino acid sequence, predict their likelihood of interaction. (1) The protein sequence of the target gene is MSLADLTKTNIDEHFFGVALENNRRSAACKRSPGTGDFSRNSNASNKSVDYSRSQCSCGSLSSQYDYSEDFLCDCSEKAINRNYLKQPVVKEKEKKKYNVSKISQSKGQKEISVEKKHTWNASLFNSQIHMIAQRRDAMAHRILSARLHKIKGLKNELADMHHKLEAILTENQFLKQLQLRHLKAIGKYENSQNNLPQIMAKHQNEVKNLRQLLRKSQEKERTLSRKLRETDSQLLKTKDILQALQKLSEDKNLAEREELTHKLSIITTKMDANDKKIQSLEKQLRLNCRAFSRQLAIET.... Result: 0 (no interaction). The miRNA is hsa-miR-6806-3p with sequence UGAAGCUCUGACAUUCCUGCAG. (2) The miRNA is mmu-miR-410-3p with sequence AAUAUAACACAGAUGGCCUGU. The protein sequence of the target gene is METLPASWVLTLLCLGSHLLQAVISTTVIPSCIPGESEDNCTALVQMEDDPRVAQVQITKCSSDMDGYCLHGQCIYLVDMREKFCRCEVGYTGLRCEHFFLTVHQPLSKEYVALTVILIFLFLIITAGCIYYFCRWYKNRKSKKSREEYERVTSGDPVLPQV. Result: 0 (no interaction). (3) The miRNA is rno-miR-204-5p with sequence UUCCCUUUGUCAUCCUAUGCCU. The protein sequence of the target gene is MQSLSLGQTSISKGLNYLTIMAPGNLWHMRNNFLFGSRCWMTRFSAENIFKSVSFRLFGVKCHNTDSEPLKNEDLLKNLLTMGVDIDMARKRQPGVFHRMITNEQDLKMFLLSKGASKEVIASIISRYPRAITRTPENLSKRWDLWRKIVTSDLEIVNILERSPESFFRSNNNLNLENNIKFLYSVGLTRKCLCRLLTNAPRTFSNSLDLNKQMVEFLQAAGLSLGHNDPADFVRKIIFKNPFILIQSTKRVKANIEFLRSTFNLNSEELLVLICGPGAEILDLSNDYARRSYANIKEKL.... Result: 0 (no interaction).